Task: Predict the product of the given reaction.. Dataset: Forward reaction prediction with 1.9M reactions from USPTO patents (1976-2016) Given the reactants [Br:1][C:2]1[C:3]([N:8]2[CH2:11][CH:10](O)[CH2:9]2)=[N:4][CH:5]=[CH:6][CH:7]=1.[C-:13]#[N:14].[Na+], predict the reaction product. The product is: [Br:1][C:2]1[C:3]([N:8]2[CH2:11][CH:10]([C:13]#[N:14])[CH2:9]2)=[N:4][CH:5]=[CH:6][CH:7]=1.